Dataset: Peptide-MHC class I binding affinity with 185,985 pairs from IEDB/IMGT. Task: Regression. Given a peptide amino acid sequence and an MHC pseudo amino acid sequence, predict their binding affinity value. This is MHC class I binding data. (1) The MHC is H-2-Db with pseudo-sequence H-2-Db. The binding affinity (normalized) is 0. The peptide sequence is INISGYNF. (2) The peptide sequence is LCLSGDGWPY. The MHC is HLA-A26:01 with pseudo-sequence HLA-A26:01. The binding affinity (normalized) is 0. (3) The peptide sequence is RSWPLNEAI. The MHC is HLA-A32:01 with pseudo-sequence HLA-A32:01. The binding affinity (normalized) is 0.587.